Dataset: Catalyst prediction with 721,799 reactions and 888 catalyst types from USPTO. Task: Predict which catalyst facilitates the given reaction. (1) The catalyst class is: 7. Product: [CH3:28][CH:29]1[CH2:33][CH:32]([CH3:34])[N:31]([CH2:35][CH2:27][C:26]2[NH:15][C:16](=[O:25])[C:17]3[C:18]([CH:24]=2)=[C:19]([CH3:23])[CH:20]=[CH:21][CH:22]=3)[CH:30]1[CH2:39][OH:40]. Reactant: C(NC(C)C)(C)C.C([Li])CCC.C([N:15]([CH2:26][CH3:27])[C:16](=[O:25])[C:17]1[CH:22]=[CH:21][CH:20]=[C:19]([CH3:23])[C:18]=1[CH3:24])C.[CH3:28][CH:29]1[CH2:33][CH:32]([CH3:34])[N:31]([CH2:35]CC#N)[CH:30]1[CH2:39][OH:40].Cl. (2) Reactant: [F:1][C:2]1[CH:7]=[CH:6][CH:5]=[CH:4][C:3]=1[N:8]1[C:16]2[C:11](=[C:12]([N:17]3[CH2:21][CH2:20][NH:19][C:18]3=[O:22])[CH:13]=[CH:14][CH:15]=2)[CH:10]=[N:9]1.[H-].[Na+].Cl[CH2:26][C:27]1[C:28]([CH3:33])=[N:29][O:30][C:31]=1[CH3:32]. Product: [CH3:33][C:28]1[C:27]([CH2:26][N:19]2[CH2:20][CH2:21][N:17]([C:12]3[CH:13]=[CH:14][CH:15]=[C:16]4[C:11]=3[CH:10]=[N:9][N:8]4[C:3]3[CH:4]=[CH:5][CH:6]=[CH:7][C:2]=3[F:1])[C:18]2=[O:22])=[C:31]([CH3:32])[O:30][N:29]=1. The catalyst class is: 7.